Dataset: Reaction yield outcomes from USPTO patents with 853,638 reactions. Task: Predict the reaction yield, written as a fraction of the theoretical maximum amount of product (1.0 means a 100% yield; for example, 0.34 means a 34% yield). (1) The reactants are Cl[C:2]1[N:11]=[C:10]([NH:12][CH2:13][CH2:14][N:15]2[CH2:19][CH2:18][CH2:17][CH2:16]2)[C:9]2[C:4](=[CH:5][CH:6]=[CH:7][CH:8]=2)[N:3]=1.[NH2:20][CH2:21][CH2:22][CH2:23][N:24]1[CH2:29][CH2:28][CH:27]([C:30]2[CH:31]=[C:32]([NH:36][C:37](=[O:39])[CH3:38])[CH:33]=[CH:34][CH:35]=2)[CH2:26][CH2:25]1. The catalyst is C(O)C. The product is [N:15]1([CH2:14][CH2:13][NH:12][C:10]2[C:9]3[C:4](=[CH:5][CH:6]=[CH:7][CH:8]=3)[N:3]=[C:2]([NH:20][CH2:21][CH2:22][CH2:23][N:24]3[CH2:29][CH2:28][CH:27]([C:30]4[CH:31]=[C:32]([NH:36][C:37](=[O:39])[CH3:38])[CH:33]=[CH:34][CH:35]=4)[CH2:26][CH2:25]3)[N:11]=2)[CH2:19][CH2:18][CH2:17][CH2:16]1. The yield is 0.290. (2) The reactants are [O:1]1[C:5]2[CH:6]=[CH:7][CH:8]=[CH:9][C:4]=2[N:3]=[C:2]1[C:10]1[CH:11]=[C:12]([NH2:17])[CH:13]=[CH:14][C:15]=1[Cl:16].N1C=CC=CC=1.Cl[C:25]([O:27][CH3:28])=[O:26]. The catalyst is O1CCCC1. The product is [CH3:28][O:27][C:25](=[O:26])[NH:17][C:12]1[CH:13]=[CH:14][C:15]([Cl:16])=[C:10]([C:2]2[O:1][C:5]3[CH:6]=[CH:7][CH:8]=[CH:9][C:4]=3[N:3]=2)[CH:11]=1. The yield is 0.800. (3) The reactants are [NH2:1][C:2]1[CH:3]=[C:4]2[C:9](=[CH:10][CH:11]=1)[C:7](=[O:8])[O:6][CH2:5]2.[CH3:12][O:13][C:14]1[CH:21]=[C:20]([O:22][CH3:23])[CH:19]=[CH:18][C:15]=1[CH:16]=O.C(O[BH-](OC(=O)C)OC(=O)C)(=O)C.[Na+].CO. The catalyst is CC(O)=O.CN(C=O)C.CCOC(C)=O. The product is [CH3:12][O:13][C:14]1[CH:21]=[C:20]([O:22][CH3:23])[CH:19]=[CH:18][C:15]=1[CH2:16][NH:1][C:2]1[CH:3]=[C:4]2[C:9](=[CH:10][CH:11]=1)[C:7](=[O:8])[O:6][CH2:5]2. The yield is 0.820.